From a dataset of Catalyst prediction with 721,799 reactions and 888 catalyst types from USPTO. Predict which catalyst facilitates the given reaction. Reactant: [CH3:1][O:2][C:3]1[N:8]=[CH:7][C:6]([CH:9]=O)=[CH:5][CH:4]=1.[C:11]([O:15][C:16]([N:18]1[CH2:23][CH2:22][NH:21][CH2:20][CH2:19]1)=[O:17])([CH3:14])([CH3:13])[CH3:12].C([BH3-])#N.[Na+]. Product: [CH3:1][O:2][C:3]1[N:8]=[CH:7][C:6]([CH2:9][N:21]2[CH2:20][CH2:19][N:18]([C:16]([O:15][C:11]([CH3:14])([CH3:13])[CH3:12])=[O:17])[CH2:23][CH2:22]2)=[CH:5][CH:4]=1. The catalyst class is: 212.